This data is from Forward reaction prediction with 1.9M reactions from USPTO patents (1976-2016). The task is: Predict the product of the given reaction. (1) Given the reactants [CH:1]1([C@@:6]([OH:16])([C:10]2[CH:15]=[CH:14][CH:13]=[CH:12][CH:11]=2)[C:7]([OH:9])=O)[CH2:5][CH2:4][CH2:3][CH2:2]1.C(OC([N:24]1[CH2:29][CH2:28][CH:27]([NH2:30])[CH2:26][CH2:25]1)=O)(C)(C)C.CCN(C(C)C)C(C)C.C1C=CC2N(O)N=NC=2C=1.CCN=C=NCCCN(C)C, predict the reaction product. The product is: [NH2:30][CH:27]1[CH2:28][CH2:29][N:24]([C:7](=[O:9])[C@:6]([CH:1]2[CH2:2][CH2:3][CH2:4][CH2:5]2)([OH:16])[C:10]2[CH:15]=[CH:14][CH:13]=[CH:12][CH:11]=2)[CH2:25][CH2:26]1. (2) Given the reactants CO[C:3]([C@@H:5]1[CH2:9][CH2:8][CH2:7][N:6]1[S:10]([C:13]1[CH:14]=[C:15]2[C:19](=[CH:20][CH:21]=1)[NH:18][C:17](=[O:22])[C:16]2=[O:23])(=[O:12])=[O:11])=O.N1CCC[C@H:25]1[C:26](OC)=O.C(NS(C1C=C2C(=CC=1)NC(=O)C2=O)(=O)=O)CC, predict the reaction product. The product is: [CH2:7]([NH:6][S:10]([C:13]1[CH:14]=[C:15]2[C:19](=[CH:20][CH:21]=1)[NH:18][C:17](=[O:22])[C:16]2=[O:23])(=[O:12])=[O:11])[C:8]1[CH:26]=[CH:25][CH:3]=[CH:5][CH:9]=1.